This data is from Catalyst prediction with 721,799 reactions and 888 catalyst types from USPTO. The task is: Predict which catalyst facilitates the given reaction. (1) Reactant: [CH2:1]([C:4]1[CH:5]=[N:6][C:7]([N:10]2[CH2:15][CH2:14][CH:13]([O:16][C:17]3[S:18][C:19]4[CH:25]=[C:24]([C:26]5[CH2:31][CH2:30][N:29]([S:32]([CH2:35][CH2:36][N:37]6C(=O)C7C(=CC=CC=7)C6=O)(=[O:34])=[O:33])[CH2:28][CH:27]=5)[CH:23]=[CH:22][C:20]=4[N:21]=3)[CH2:12][CH2:11]2)=[N:8][CH:9]=1)[CH2:2][CH3:3].NN. Product: [CH2:1]([C:4]1[CH:5]=[N:6][C:7]([N:10]2[CH2:15][CH2:14][CH:13]([O:16][C:17]3[S:18][C:19]4[CH:25]=[C:24]([C:26]5[CH2:31][CH2:30][N:29]([S:32]([CH2:35][CH2:36][NH2:37])(=[O:34])=[O:33])[CH2:28][CH:27]=5)[CH:23]=[CH:22][C:20]=4[N:21]=3)[CH2:12][CH2:11]2)=[N:8][CH:9]=1)[CH2:2][CH3:3]. The catalyst class is: 61. (2) Reactant: Br[C:2]1[CH:7]=[CH:6][CH:5]=[CH:4][C:3]=1[C:8]1(C(OC)=O)[NH:12][NH:11][CH:10]=[CH:9]1.[Cu]([C:20]#[N:21])C#N.C[CH2:23][O:24][C:25](C)=[O:26]. Product: [C:20]([C:2]1[CH:7]=[CH:6][CH:5]=[CH:4][C:3]=1[C:8]1[CH:9]=[C:10]([C:25]([O:24][CH3:23])=[O:26])[NH:11][N:12]=1)#[N:21]. The catalyst class is: 37. (3) Reactant: [Cl:1][C:2]1[CH:3]=[C:4](F)[C:5]([N+:8]([O-])=O)=[N:6][CH:7]=1.[NH2:12][CH:13]([CH2:16][CH3:17])[CH2:14][CH3:15].O.O.[Sn](Cl)Cl.[C:23](N1C=CN=C1)(N1C=CN=C1)=[O:24]. Product: [Cl:1][C:2]1[CH:3]=[C:4]2[N:12]([CH:13]([CH2:16][CH3:17])[CH2:14][CH3:15])[C:23]([OH:24])=[N:8][C:5]2=[N:6][CH:7]=1. The catalyst class is: 69. (4) Reactant: [Br:1][C:2]1[CH:48]=[CH:47][C:5]2[CH2:6][CH:7]=[CH:8][CH2:9][CH2:10][CH2:11][CH2:12][O:13][C:14](=[O:46])[NH:15][C@@H:16]([C:42]([CH3:45])([CH3:44])[CH3:43])[C:17](=[O:41])[N:18]3[CH2:23][C@H:21]([O:22][C:4]=2[CH:3]=1)[CH2:20][C@H:19]3[C:24]([NH:26][C@:27]1([C:32]([NH:34][S:35]([CH:38]2[CH2:40][CH2:39]2)(=[O:37])=[O:36])=[O:33])[CH2:29][C@H:28]1[CH:30]=[CH2:31])=[O:25]. Product: [Br:1][C:2]1[CH:48]=[CH:47][C:5]2[CH2:6][CH2:7][CH2:8][CH2:9][CH2:10][CH2:11][CH2:12][O:13][C:14](=[O:46])[NH:15][C@@H:16]([C:42]([CH3:43])([CH3:45])[CH3:44])[C:17](=[O:41])[N:18]3[CH2:23][C@H:21]([O:22][C:4]=2[CH:3]=1)[CH2:20][C@H:19]3[C:24]([NH:26][C@:27]1([C:32]([NH:34][S:35]([CH:38]2[CH2:40][CH2:39]2)(=[O:36])=[O:37])=[O:33])[CH2:29][C@H:28]1[CH2:30][CH3:31])=[O:25]. The catalyst class is: 99. (5) Reactant: [F:1][C:2]([F:8])([F:7])[C:3](=O)[CH:4]=O.[CH2:9]([NH:16][CH2:17][CH2:18][NH2:19])[C:10]1[CH:15]=[CH:14][CH:13]=[CH:12][CH:11]=1.[BH3-]C#N.[Na+].[OH-].[Na+]. Product: [CH2:9]([N:16]1[CH2:17][CH2:18][NH:19][CH:3]([C:2]([F:8])([F:7])[F:1])[CH2:4]1)[C:10]1[CH:15]=[CH:14][CH:13]=[CH:12][CH:11]=1. The catalyst class is: 3. (6) Reactant: Cl.[CH3:2][S:3]([N:6]([C:20]1[CH:25]=[CH:24][CH:23]=[CH:22][C:21]=1[CH:26]1[CH2:31][CH2:30][NH:29][CH2:28][CH2:27]1)[CH2:7][CH2:8][N:9]1[C:17](=[O:18])[C:16]2[C:11](=[CH:12][CH:13]=[CH:14][CH:15]=2)[C:10]1=[O:19])(=[O:5])=[O:4].CCN(C(C)C)C(C)C.[NH:41]([C:54]([O:56][C:57]([CH3:60])([CH3:59])[CH3:58])=[O:55])[C@@H:42]([C:51](O)=[O:52])[CH2:43][C:44]1[CH:49]=[CH:48][C:47]([Cl:50])=[CH:46][CH:45]=1.C1C=NC2N(O)N=NC=2C=1.C(Cl)CCl. Product: [O:19]=[C:10]1[C:11]2[C:16](=[CH:15][CH:14]=[CH:13][CH:12]=2)[C:17](=[O:18])[N:9]1[CH2:8][CH2:7][N:6]([S:3]([CH3:2])(=[O:4])=[O:5])[C:20]1[CH:25]=[CH:24][CH:23]=[CH:22][C:21]=1[CH:26]1[CH2:31][CH2:30][N:29]([C:51](=[O:52])[C@H:42]([NH:41][C:54]([O:56][C:57]([CH3:59])([CH3:58])[CH3:60])=[O:55])[CH2:43][C:44]2[CH:45]=[CH:46][C:47]([Cl:50])=[CH:48][CH:49]=2)[CH2:28][CH2:27]1. The catalyst class is: 3.